Dataset: Full USPTO retrosynthesis dataset with 1.9M reactions from patents (1976-2016). Task: Predict the reactants needed to synthesize the given product. Given the product [NH:36]1[CH2:37][CH2:38][CH:33]([C:30]2[N:31]=[CH:32][C:27]([NH:26][C:18]3[N:17]=[C:16]([CH2:15][CH2:14][C:13]4[CH:46]=[CH:47][CH:48]=[CH:49][C:12]=4[CH:10]([CH3:11])[C:9]([NH2:8])=[O:50])[C:21]([C:22]([F:24])([F:23])[F:25])=[CH:20][N:19]=3)=[CH:28][CH:29]=2)[CH2:34][CH2:35]1, predict the reactants needed to synthesize it. The reactants are: C(O)(C(F)(F)F)=O.[NH2:8][C:9](=[O:50])[CH:10]([C:12]1[CH:49]=[CH:48][CH:47]=[CH:46][C:13]=1[CH2:14][CH2:15][C:16]1[C:21]([C:22]([F:25])([F:24])[F:23])=[CH:20][N:19]=[C:18]([NH:26][C:27]2[CH:28]=[CH:29][C:30]([CH:33]3[CH2:38][CH2:37][N:36](C(OC(C)(C)C)=O)[CH2:35][CH2:34]3)=[N:31][CH:32]=2)[N:17]=1)[CH3:11].